Dataset: hERG Central: cardiac toxicity at 1µM, 10µM, and general inhibition. Task: Predict hERG channel inhibition at various concentrations. The drug is O=C(NC1CCCN(Cc2ccc(Cl)cc2)C1)c1ccoc1. Results: hERG_inhib (hERG inhibition (general)): blocker.